This data is from NCI-60 drug combinations with 297,098 pairs across 59 cell lines. The task is: Regression. Given two drug SMILES strings and cell line genomic features, predict the synergy score measuring deviation from expected non-interaction effect. (1) Drug 1: C(CC(=O)O)C(=O)CN.Cl. Cell line: KM12. Synergy scores: CSS=2.99, Synergy_ZIP=1.71, Synergy_Bliss=3.49, Synergy_Loewe=0.147, Synergy_HSA=0.0817. Drug 2: C1=CN(C=N1)CC(O)(P(=O)(O)O)P(=O)(O)O. (2) Cell line: IGROV1. Drug 2: CC1CCC2CC(C(=CC=CC=CC(CC(C(=O)C(C(C(=CC(C(=O)CC(OC(=O)C3CCCCN3C(=O)C(=O)C1(O2)O)C(C)CC4CCC(C(C4)OC)O)C)C)O)OC)C)C)C)OC. Drug 1: C1=NC2=C(N1)C(=S)N=C(N2)N. Synergy scores: CSS=39.7, Synergy_ZIP=-14.9, Synergy_Bliss=-12.4, Synergy_Loewe=-12.3, Synergy_HSA=-7.46. (3) Drug 1: C1=NC2=C(N1)C(=S)N=CN2. Drug 2: CC1C(C(CC(O1)OC2CC(CC3=C2C(=C4C(=C3O)C(=O)C5=CC=CC=C5C4=O)O)(C(=O)C)O)N)O. Cell line: HCT116. Synergy scores: CSS=42.1, Synergy_ZIP=-5.83, Synergy_Bliss=-4.07, Synergy_Loewe=-1.59, Synergy_HSA=0.0715. (4) Drug 1: CC(C1=C(C=CC(=C1Cl)F)Cl)OC2=C(N=CC(=C2)C3=CN(N=C3)C4CCNCC4)N. Drug 2: COC1=C(C=C2C(=C1)N=CN=C2NC3=CC(=C(C=C3)F)Cl)OCCCN4CCOCC4. Cell line: 786-0. Synergy scores: CSS=39.8, Synergy_ZIP=9.92, Synergy_Bliss=14.7, Synergy_Loewe=13.9, Synergy_HSA=15.2. (5) Drug 1: CCC1(CC2CC(C3=C(CCN(C2)C1)C4=CC=CC=C4N3)(C5=C(C=C6C(=C5)C78CCN9C7C(C=CC9)(C(C(C8N6C=O)(C(=O)OC)O)OC(=O)C)CC)OC)C(=O)OC)O.OS(=O)(=O)O. Drug 2: C1C(C(OC1N2C=NC(=NC2=O)N)CO)O. Cell line: SNB-75. Synergy scores: CSS=2.80, Synergy_ZIP=-3.07, Synergy_Bliss=-0.218, Synergy_Loewe=-9.05, Synergy_HSA=-0.580. (6) Drug 2: CN1C(=O)N2C=NC(=C2N=N1)C(=O)N. Cell line: NCI/ADR-RES. Drug 1: C1CCC(C1)C(CC#N)N2C=C(C=N2)C3=C4C=CNC4=NC=N3. Synergy scores: CSS=-1.71, Synergy_ZIP=2.25, Synergy_Bliss=3.63, Synergy_Loewe=-1.60, Synergy_HSA=-1.18. (7) Drug 1: CCC1(CC2CC(C3=C(CCN(C2)C1)C4=CC=CC=C4N3)(C5=C(C=C6C(=C5)C78CCN9C7C(C=CC9)(C(C(C8N6C=O)(C(=O)OC)O)OC(=O)C)CC)OC)C(=O)OC)O.OS(=O)(=O)O. Drug 2: C1CCC(C(C1)N)N.C(=O)(C(=O)[O-])[O-].[Pt+4]. Cell line: HCC-2998. Synergy scores: CSS=43.1, Synergy_ZIP=-11.0, Synergy_Bliss=-5.21, Synergy_Loewe=-2.74, Synergy_HSA=-2.13.